From a dataset of Reaction yield outcomes from USPTO patents with 853,638 reactions. Predict the reaction yield, written as a fraction of the theoretical maximum amount of product (1.0 means a 100% yield; for example, 0.34 means a 34% yield). (1) The reactants are [S:1]1[C:5]2[CH:6]=[CH:7][CH:8]=[CH:9][C:4]=2[N:3]=[C:2]1[S:10][CH2:11][C:12]([OH:14])=O.[CH3:15][CH:16]1[CH2:25][CH2:24][C:23]2[C:18](=[CH:19][CH:20]=[CH:21][CH:22]=2)[NH:17]1. No catalyst specified. The product is [S:1]1[C:5]2[CH:6]=[CH:7][CH:8]=[CH:9][C:4]=2[N:3]=[C:2]1[S:10][CH2:11][C:12]([N:17]1[C:18]2[C:23](=[CH:22][CH:21]=[CH:20][CH:19]=2)[CH2:24][CH2:25][CH:16]1[CH3:15])=[O:14]. The yield is 0.400. (2) The reactants are [N+:1]([C:4]1[C:5](N)=[C:6]([Br:13])[C:7]2[S:11][CH:10]=[N:9][C:8]=2[CH:12]=1)([O-:3])=[O:2].N(OS(=O)(=O)O)=O.O[PH2]=O.CCOC(C)=O. The catalyst is S(=O)(=O)(O)O. The product is [N+:1]([C:4]1[CH:5]=[C:6]([Br:13])[C:7]2[S:11][CH:10]=[N:9][C:8]=2[CH:12]=1)([O-:3])=[O:2]. The yield is 0.890. (3) The reactants are [C:1]1([C:7]2[N:11]3[N:12]=[C:13]([O:16][CH3:17])[CH:14]=[CH:15][C:10]3=[N:9][C:8]=2[C:18]2[CH:23]=[CH:22][C:21]([C:24]3([NH:28]C(=O)OC(C)(C)C)[CH2:27][CH2:26][CH2:25]3)=[CH:20][CH:19]=2)[CH:6]=[CH:5][CH:4]=[CH:3][CH:2]=1.Cl.O1CCOCC1.[OH-].[Na+]. The catalyst is C(Cl)Cl.CO. The product is [CH3:17][O:16][C:13]1[CH:14]=[CH:15][C:10]2[N:11]([C:7]([C:1]3[CH:6]=[CH:5][CH:4]=[CH:3][CH:2]=3)=[C:8]([C:18]3[CH:19]=[CH:20][C:21]([C:24]4([NH2:28])[CH2:25][CH2:26][CH2:27]4)=[CH:22][CH:23]=3)[N:9]=2)[N:12]=1. The yield is 0.830. (4) The reactants are [N+:1]([C:4]1[CH:5]=[C:6]2[C:11](=[CH:12][CH:13]=1)[N+:10]([O-])=[CH:9][CH:8]=[CH:7]2)([O-:3])=[O:2].C[Si]([C:19]#[N:20])(C)C.CCN(CC)CC. The catalyst is CC#N. The product is [C:19]([C:9]1[CH:8]=[CH:7][C:6]2[C:11](=[CH:12][CH:13]=[C:4]([N+:1]([O-:3])=[O:2])[CH:5]=2)[N:10]=1)#[N:20]. The yield is 0.360. (5) The reactants are Br[C:2]1[C:3]([C:13]#[N:14])=[C:4]([N+:10]([O-:12])=[O:11])[CH:5]=[C:6]([O:8][CH3:9])[CH:7]=1.[Cl:15][C:16]1[CH:21]=[CH:20][CH:19]=[CH:18][C:17]=1B(O)O.CCO.C(=O)([O-])[O-].[Na+].[Na+]. The catalyst is C1(C)C=CC=CC=1.C1C=CC([P]([Pd]([P](C2C=CC=CC=2)(C2C=CC=CC=2)C2C=CC=CC=2)([P](C2C=CC=CC=2)(C2C=CC=CC=2)C2C=CC=CC=2)[P](C2C=CC=CC=2)(C2C=CC=CC=2)C2C=CC=CC=2)(C2C=CC=CC=2)C2C=CC=CC=2)=CC=1. The product is [Cl:15][C:16]1[CH:21]=[CH:20][CH:19]=[CH:18][C:17]=1[C:2]1[C:3]([C:13]#[N:14])=[C:4]([N+:10]([O-:12])=[O:11])[CH:5]=[C:6]([O:8][CH3:9])[CH:7]=1. The yield is 1.00. (6) The reactants are CCCC[N+](CCCC)(CCCC)CCCC.[F-].C([SiH2][O:24][C:25](C)(C)[C:26]1[CH:27]=[C:28]([CH:34]=[CH:35][C:36]=1[Cl:37])[CH2:29][NH:30][C:31](=[O:33])[CH3:32])(C)(C)C.CCOC(C)=O. The catalyst is C1COCC1. The yield is 0.590. The product is [Cl:37][C:36]1[CH:35]=[CH:34][C:28]([CH2:29][NH:30][C:31](=[O:33])[CH3:32])=[CH:27][C:26]=1[CH2:25][OH:24]. (7) The reactants are [C:1]1([CH:11]([NH:14]C(=O)C(Cl)(Cl)Cl)[CH:12]=[CH2:13])[C:10]2[C:5](=[CH:6][CH:7]=[CH:8][CH:9]=2)[CH:4]=[CH:3][CH:2]=1.[OH-].[Na+]. The catalyst is C(O)C. The product is [C:1]1([CH:11]([NH2:14])[CH:12]=[CH2:13])[C:10]2[C:5](=[CH:6][CH:7]=[CH:8][CH:9]=2)[CH:4]=[CH:3][CH:2]=1. The yield is 0.720.